Dataset: Peptide-MHC class I binding affinity with 185,985 pairs from IEDB/IMGT. Task: Regression. Given a peptide amino acid sequence and an MHC pseudo amino acid sequence, predict their binding affinity value. This is MHC class I binding data. The peptide sequence is GVKVRVWLF. The MHC is HLA-A02:06 with pseudo-sequence HLA-A02:06. The binding affinity (normalized) is 0.0847.